From a dataset of Reaction yield outcomes from USPTO patents with 853,638 reactions. Predict the reaction yield, written as a fraction of the theoretical maximum amount of product (1.0 means a 100% yield; for example, 0.34 means a 34% yield). (1) The reactants are [CH2:1]([C:3]1[N:11]=[C:10]([O:12][CH3:13])[C:9]([NH:14][C:15]([N:17]2[CH2:22][CH2:21][N:20]([C:23]3[CH:28]=[C:27]([F:29])[CH:26]=[C:25]([F:30])[CH:24]=3)[CH2:19][CH2:18]2)=[O:16])=[CH:8][C:4]=1[C:5](O)=[O:6])[CH3:2].[CH:31]1[C:44]2[C:35](=[N:36][C:37]3[C:42]([C:43]=2[NH:45][C:46]2[CH:47]=[C:48]([CH2:53][OH:54])[CH:49]=[C:50]([NH2:52])[CH:51]=2)=[CH:41][CH:40]=[CH:39][CH:38]=3)[CH:34]=[CH:33][CH:32]=1. No catalyst specified. The product is [CH:31]1[C:44]2[C:35](=[N:36][C:37]3[C:42]([C:43]=2[NH:45][C:46]2[CH:51]=[C:50]([NH:52][C:5]([C:4]4[CH:8]=[C:9]([NH:14][C:15]([N:17]5[CH2:18][CH2:19][N:20]([C:23]6[CH:28]=[C:27]([F:29])[CH:26]=[C:25]([F:30])[CH:24]=6)[CH2:21][CH2:22]5)=[O:16])[C:10]([O:12][CH3:13])=[N:11][C:3]=4[CH2:1][CH3:2])=[O:6])[CH:49]=[C:48]([CH2:53][OH:54])[CH:47]=2)=[CH:41][CH:40]=[CH:39][CH:38]=3)[CH:34]=[CH:33][CH:32]=1. The yield is 0.688. (2) The reactants are [N+](CP(=O)([O:8][CH2:9][CH3:10])OCC)#[C-].C([Li])CCC.[Br:17][C:18]1[CH:23]=[CH:22][C:21]([CH:24]2[CH2:27]C(=O)[CH2:25]2)=[CH:20][CH:19]=1.Cl. The catalyst is CCOCC. The product is [Br:17][C:18]1[CH:23]=[CH:22][C:21]([C@H:24]2[CH2:27][C@H:10]([CH:9]=[O:8])[CH2:25]2)=[CH:20][CH:19]=1. The yield is 0.270. (3) The reactants are [CH3:1][C:2]1([CH3:34])[CH2:7][CH2:6][C:5]([C:8]2[CH:13]=[C:12]([C:14]([NH:17][CH2:18][CH2:19][S:20]([CH3:23])(=[O:22])=[O:21])([CH3:16])[CH3:15])[CH:11]=[CH:10][C:9]=2[NH:24][C:25]([C:27]2[NH:28][CH:29]=[C:30]([C:32]#[N:33])[N:31]=2)=[O:26])=[CH:4][CH2:3]1.IC.[C:37]([O-])(O)=O.[Na+]. The catalyst is C1COCC1. The product is [CH3:1][C:2]1([CH3:34])[CH2:7][CH2:6][C:5]([C:8]2[CH:13]=[C:12]([C:14]([N:17]([CH2:18][CH2:19][S:20]([CH3:23])(=[O:22])=[O:21])[CH3:37])([CH3:15])[CH3:16])[CH:11]=[CH:10][C:9]=2[NH:24][C:25]([C:27]2[NH:28][CH:29]=[C:30]([C:32]#[N:33])[N:31]=2)=[O:26])=[CH:4][CH2:3]1. The yield is 0.610. (4) The reactants are [CH3:1][C:2]1[C:3]([C:13]([O:15]C)=[O:14])=[CH:4][CH:5]=[C:6]2[C:11]=1[C:10](=[O:12])[NH:9][CH2:8][CH2:7]2.[H-].[Na+].Cl[CH2:20][C:21]1[C:26]([CH3:27])=[CH:25][C:24](C)=[CH:23][C:22]=1[O:29][CH2:30][C:31]1[C:36](C2(OCC3C=CC=CC=3)C=C(C)C=C(C)C2CCl)=[CH:35][CH:34]=[CH:33][CH:32]=1.C[N:56](C=O)C. No catalyst specified. The product is [CH2:30]([O:29][C:22]1[C:21]([CH2:20][N:9]2[CH2:8][CH2:7][C:6]3[C:11](=[C:2]([CH3:1])[C:3]([C:13]([OH:15])=[O:14])=[CH:4][CH:5]=3)[C:10]2=[O:12])=[C:26]([CH3:27])[CH:25]=[C:24]([CH3:23])[N:56]=1)[C:31]1[CH:36]=[CH:35][CH:34]=[CH:33][CH:32]=1. The yield is 0.610.